From a dataset of Catalyst prediction with 721,799 reactions and 888 catalyst types from USPTO. Predict which catalyst facilitates the given reaction. (1) Reactant: [F:1][C:2]([F:7])([F:6])[C:3](=[NH:5])[NH2:4].O/[C:9](/[CH:18]([CH3:20])[CH3:19])=[CH:10]\[C:11](=O)[C:12]([O:14][CH2:15][CH3:16])=[O:13].Cl. Product: [CH:18]([C:9]1[N:4]=[C:3]([C:2]([F:7])([F:6])[F:1])[N:5]=[C:11]([C:12]([O:14][CH2:15][CH3:16])=[O:13])[CH:10]=1)([CH3:20])[CH3:19]. The catalyst class is: 8. (2) Reactant: [CH3:1][O:2][C:3]1[C:12]([CH2:13][CH2:14][N:15]2[CH2:20][CH2:19][CH:18]([N:21]3[C:29]4[C:24](=[CH:25][CH:26]=[C:27]([C:30]([NH:32][CH3:33])=[O:31])[CH:28]=4)[CH:23]=[CH:22]3)[CH2:17][CH2:16]2)=[C:11]2[C:6]([C:7](=[O:36])[CH2:8][C:9]([CH3:35])([CH3:34])[O:10]2)=[CH:5][CH:4]=1.O1CCCC1.[C:42]([OH:51])(=[O:50])[C@@H:43]([C@H:45]([C:47]([OH:49])=[O:48])[OH:46])[OH:44]. Product: [C:47]([C@@H:45]([C@H:43]([C:42]([OH:51])=[O:50])[OH:44])[OH:46])([OH:49])=[O:48].[CH3:1][O:2][C:3]1[C:12]([CH2:13][CH2:14][N:15]2[CH2:20][CH2:19][CH:18]([N:21]3[C:29]4[C:24](=[CH:25][CH:26]=[C:27]([C:30]([NH:32][CH3:33])=[O:31])[CH:28]=4)[CH:23]=[CH:22]3)[CH2:17][CH2:16]2)=[C:11]2[C:6]([C:7](=[O:36])[CH2:8][C:9]([CH3:34])([CH3:35])[O:10]2)=[CH:5][CH:4]=1. The catalyst class is: 27. (3) Reactant: C(N(CC)CC)C.[CH:8]1([NH2:11])[CH2:10][CH2:9]1.[CH3:12][C:13]1[CH:14]=[C:15]([CH:19]=[CH:20][C:21]=1[N+:22]([O-:24])=[O:23])[C:16](Cl)=[O:17].O. Product: [CH:8]1([NH:11][C:16](=[O:17])[C:15]2[CH:19]=[CH:20][C:21]([N+:22]([O-:24])=[O:23])=[C:13]([CH3:12])[CH:14]=2)[CH2:10][CH2:9]1. The catalyst class is: 7. (4) Reactant: [H-].[H-].[H-].[H-].[Li+].[Al+3].[CH3:7][O:8][C:9]1[CH:18]=[CH:17][CH:16]=[C:15]2[C:10]=1[CH:11]=[CH:12][CH:13]=[C:14]2[C:19]#[N:20].O.[OH-].[Na+]. Product: [CH3:7][O:8][C:9]1[CH:18]=[CH:17][CH:16]=[C:15]2[C:10]=1[CH:11]=[CH:12][CH:13]=[C:14]2[CH2:19][NH2:20]. The catalyst class is: 1. (5) Reactant: [CH:1]1([C:4]2[C:5](OS(C(F)(F)F)(=O)=O)=[CH:6][C:7]([O:14][CH2:15][CH3:16])=[C:8]([CH:13]=2)[C:9]([O:11]C)=O)[CH2:3][CH2:2]1.[F:25][C:26]1[CH:27]=[C:28](B(O)O)[CH:29]=[CH:30][CH:31]=1.C1(P(C2CCCCC2)C2C=CC=CC=2C2C(OC)=CC=CC=2OC)CCCCC1.C(=O)([O-])[O-].[Na+].[Na+]. Product: [CH:1]1([C:4]2[CH:13]=[C:8]([CH2:9][OH:11])[C:7]([O:14][CH2:15][CH3:16])=[CH:6][C:5]=2[C:30]2[CH:29]=[CH:28][CH:27]=[C:26]([F:25])[CH:31]=2)[CH2:2][CH2:3]1. The catalyst class is: 720. (6) Reactant: Br[CH2:2][CH2:3][C:4]1[C:12]2[C:7](=[CH:8][CH:9]=[CH:10][CH:11]=2)[NH:6][CH:5]=1.[CH3:13][NH:14][CH3:15].C(=O)(O)[O-].[Na+].CO. Product: [NH:6]1[C:7]2[C:12](=[CH:11][CH:10]=[CH:9][CH:8]=2)[C:4]([CH2:3][CH2:2][N:14]([CH3:15])[CH3:13])=[CH:5]1. The catalyst class is: 15.